From a dataset of Forward reaction prediction with 1.9M reactions from USPTO patents (1976-2016). Predict the product of the given reaction. Given the reactants Br[C:2]1[S:3][C:4]([NH:33]C(=O)OC(C)(C)C)=[C:5]([C:7](=[O:32])[NH:8][C:9]2[CH:10]=[N:11][N:12]([CH3:31])[C:13]=2[C@@H:14]2[CH2:20][CH2:19][C@@H:18]([NH:21]C(OC(C)(C)C)=O)[C@@H:17]([O:29][CH3:30])[CH2:16][O:15]2)[N:6]=1.[F:41][C:42]1[C:47]([F:48])=[CH:46][CH:45]=[CH:44][C:43]=1B(O)O, predict the reaction product. The product is: [NH2:33][C:4]1[S:3][C:2]([C:46]2[CH:45]=[CH:44][CH:43]=[C:42]([F:41])[C:47]=2[F:48])=[N:6][C:5]=1[C:7]([NH:8][C:9]1[CH:10]=[N:11][N:12]([CH3:31])[C:13]=1[C@@H:14]1[CH2:20][CH2:19][C@@H:18]([NH2:21])[C@@H:17]([O:29][CH3:30])[CH2:16][O:15]1)=[O:32].